Dataset: Peptide-MHC class II binding affinity with 134,281 pairs from IEDB. Task: Regression. Given a peptide amino acid sequence and an MHC pseudo amino acid sequence, predict their binding affinity value. This is MHC class II binding data. (1) The peptide sequence is SFLVQAGNVQLRVIG. The MHC is DRB1_1101 with pseudo-sequence DRB1_1101. The binding affinity (normalized) is 0.413. (2) The peptide sequence is TYDKGILTVSVAVSE. The MHC is HLA-DQA10301-DQB10302 with pseudo-sequence HLA-DQA10301-DQB10302. The binding affinity (normalized) is 0.409. (3) The peptide sequence is SSYAATEVANAAAGQ. The MHC is DRB5_0101 with pseudo-sequence DRB5_0101. The binding affinity (normalized) is 0.0708. (4) The peptide sequence is LSEFGKAKGSRAIWY. The MHC is DRB3_0101 with pseudo-sequence DRB3_0101. The binding affinity (normalized) is 0.361. (5) The binding affinity (normalized) is 0.219. The MHC is HLA-DPA10103-DPB10201 with pseudo-sequence HLA-DPA10103-DPB10201. The peptide sequence is EPIAPYHFDLSGHAF. (6) The peptide sequence is VCDKLKTTFVHPFDILLN. The MHC is DRB1_0101 with pseudo-sequence DRB1_0101. The binding affinity (normalized) is 0.246.